Dataset: Experimental lipophilicity measurements (octanol/water distribution) for 4,200 compounds from AstraZeneca. Task: Regression/Classification. Given a drug SMILES string, predict its absorption, distribution, metabolism, or excretion properties. Task type varies by dataset: regression for continuous measurements (e.g., permeability, clearance, half-life) or binary classification for categorical outcomes (e.g., BBB penetration, CYP inhibition). For this dataset (lipophilicity_astrazeneca), we predict Y. (1) The compound is CCS(=O)(=O)c1ccc(Oc2cc3nc(-c4ccccn4)[nH]c3cc2CN2C(=O)CCC2=O)cc1. The Y is 2.00 logD. (2) The drug is Clc1n[nH]c2cccc(Nc3ccnc(Nc4cc(N5CCOCC5)cc(N5CCOCC5)c4)n3)c12. The Y is 2.78 logD.